This data is from Full USPTO retrosynthesis dataset with 1.9M reactions from patents (1976-2016). The task is: Predict the reactants needed to synthesize the given product. (1) Given the product [CH3:32][O:31][C:24]1[CH:25]=[CH:26][C:27]([O:29][CH3:30])=[CH:28][C:23]=1[C:21](=[O:22])[CH2:20][N:9]1[C:10]([C:12]([O:14][CH2:15][CH3:16])=[O:13])=[CH:11][C:7]([C:3]2[CH:2]=[N:1][CH:6]=[CH:5][CH:4]=2)=[N:8]1, predict the reactants needed to synthesize it. The reactants are: [N:1]1[CH:6]=[CH:5][CH:4]=[C:3]([C:7]2[CH:11]=[C:10]([C:12]([O:14][CH2:15][CH3:16])=[O:13])[NH:9][N:8]=2)[CH:2]=1.[H-].[Na+].Br[CH2:20][C:21]([C:23]1[CH:28]=[C:27]([O:29][CH3:30])[CH:26]=[CH:25][C:24]=1[O:31][CH3:32])=[O:22]. (2) Given the product [Cl:1][C:2]1[N:7]=[N:6][C:5]([NH:8][NH:9][C:38](=[O:39])[CH2:37][O:36][C:30]2[C:29]3[C:34](=[CH:35][C:26]([O:25][CH3:24])=[CH:27][CH:28]=3)[N:33]=[CH:32][CH:31]=2)=[CH:4][CH:3]=1, predict the reactants needed to synthesize it. The reactants are: [Cl:1][C:2]1[N:7]=[N:6][C:5]([NH:8][NH2:9])=[CH:4][CH:3]=1.ON1C2N=CC=CC=2N=N1.C(Cl)CCl.[CH3:24][O:25][C:26]1[CH:35]=[C:34]2[C:29]([C:30]([O:36][CH2:37][C:38](O)=[O:39])=[CH:31][CH:32]=[N:33]2)=[CH:28][CH:27]=1.C(N(C(C)C)CC)(C)C. (3) Given the product [C:1]([C:3]1[CH:4]=[C:5]([CH:9]=[CH:10][CH:11]=1)[C:6]([NH:12][C:13]1[C:14]([CH3:36])=[C:15]2[C:21]([CH:22]3[CH2:23][CH2:24][N:25]([C:28]([O:30][C:31]([CH3:32])([CH3:33])[CH3:34])=[O:29])[CH2:26][CH2:27]3)=[CH:20][N:19]([CH3:35])[C:16]2=[N:17][CH:18]=1)=[O:7])#[N:2], predict the reactants needed to synthesize it. The reactants are: [C:1]([C:3]1[CH:4]=[C:5]([CH:9]=[CH:10][CH:11]=1)[C:6](Cl)=[O:7])#[N:2].[NH2:12][C:13]1[C:14]([CH3:36])=[C:15]2[C:21]([CH:22]3[CH2:27][CH2:26][N:25]([C:28]([O:30][C:31]([CH3:34])([CH3:33])[CH3:32])=[O:29])[CH2:24][CH2:23]3)=[CH:20][N:19]([CH3:35])[C:16]2=[N:17][CH:18]=1.